From a dataset of Forward reaction prediction with 1.9M reactions from USPTO patents (1976-2016). Predict the product of the given reaction. The product is: [C:66]1([CH:72]([NH:75][C:30]([C:26]2[CH:25]=[C:24]3[C:29](=[CH:28][CH:27]=2)[N:21]([CH2:20][C:17]2[CH:16]=[CH:15][C:14]([C:9]4[C:8]([C:6]([O:5][C:1]([CH3:4])([CH3:3])[CH3:2])=[O:7])=[CH:13][CH:12]=[CH:11][CH:10]=4)=[CH:19][CH:18]=2)[N:22]=[CH:23]3)=[O:31])[CH2:73][CH3:74])[CH:71]=[CH:70][CH:69]=[CH:68][CH:67]=1. Given the reactants [C:1]([O:5][C:6]([C:8]1[CH:13]=[CH:12][CH:11]=[CH:10][C:9]=1[C:14]1[CH:19]=[CH:18][C:17]([CH2:20][N:21]2[C:29]3[C:24](=[CH:25][C:26]([C:30](O)=[O:31])=[CH:27][CH:28]=3)[CH:23]=[N:22]2)=[CH:16][CH:15]=1)=[O:7])([CH3:4])([CH3:3])[CH3:2].CCN(C(C)C)C(C)C.CN(C(ON1N=NC2C=CC=NC1=2)=[N+](C)C)C.F[P-](F)(F)(F)(F)F.[C:66]1([CH:72]([NH2:75])[CH2:73][CH3:74])[CH:71]=[CH:70][CH:69]=[CH:68][CH:67]=1, predict the reaction product.